This data is from HIV replication inhibition screening data with 41,000+ compounds from the AIDS Antiviral Screen. The task is: Binary Classification. Given a drug SMILES string, predict its activity (active/inactive) in a high-throughput screening assay against a specified biological target. The drug is COCCN(CCNC(=O)c1cccc2c(N)c3cccc(C)c3nc12)CCOC.Cl. The result is 0 (inactive).